This data is from Forward reaction prediction with 1.9M reactions from USPTO patents (1976-2016). The task is: Predict the product of the given reaction. (1) Given the reactants [NH2:1][C:2]1[CH:20]=[CH:19][C:5]([O:6][C:7]2[N:12]=[CH:11][N:10]=[C:9]([NH:13][C:14]([CH:16]3[CH2:18][CH2:17]3)=[O:15])[CH:8]=2)=C[C:3]=1C.C1(C([NH2:27])=O)CC1.C1(P(C2C=CC=CC=2)[C:35]2C=CC3[C:37](=CC=CC=3)[C:36]=2[C:45]2C3C(=CC=CC=3)C=CC=2P(C2C=CC=CC=2)C2C=CC=CC=2)C=CC=CC=1.[C:74]([O-:77])([O-])=[O:75].[Cs+].[Cs+], predict the reaction product. The product is: [CH:16]1([C:14]([NH:13][C:9]2[N:10]=[CH:11][N:12]=[C:7]([O:6][C:5]3[N:27]=[CH:3][C:2]([NH:1][C:74](=[O:75])[O:77][C:36]([CH3:45])([CH3:37])[CH3:35])=[CH:20][CH:19]=3)[CH:8]=2)=[O:15])[CH2:17][CH2:18]1. (2) Given the reactants C(OC([N:8]1[CH2:12][CH2:11][CH:10]([O:13][C:14]2[CH:19]=[CH:18][CH:17]=[CH:16][C:15]=2[NH:20][C:21]2[C:22]3[CH:29]=[CH:28][S:27][C:23]=3[N:24]=[CH:25][N:26]=2)[CH2:9]1)=O)(C)(C)C.[F:30][C:31]([F:36])([F:35])[C:32]([OH:34])=[O:33], predict the reaction product. The product is: [OH:34][C:32]([C:31]([F:36])([F:35])[F:30])=[O:33].[NH:8]1[CH2:12][CH2:11][CH:10]([O:13][C:14]2[CH:19]=[CH:18][CH:17]=[CH:16][C:15]=2[NH:20][C:21]2[C:22]3[CH:29]=[CH:28][S:27][C:23]=3[N:24]=[CH:25][N:26]=2)[CH2:9]1.